From a dataset of Catalyst prediction with 721,799 reactions and 888 catalyst types from USPTO. Predict which catalyst facilitates the given reaction. (1) Reactant: N(C(OC(C)(C)C)=O)=NC(OC(C)(C)C)=O.C1(P(C2C=CC=CC=2)C2C=CC=CC=2)C=CC=CC=1.[C:36]([N:44]1[CH2:49][CH2:48][N:47]([C:50](=[O:54])[C@H:51]([OH:53])[CH3:52])[C@H:46]([CH3:55])[CH2:45]1)(=[O:43])[C:37]1[CH:42]=[CH:41][CH:40]=[CH:39][CH:38]=1.[CH3:56][O:57][C:58]([C:60]1[CH:65]=[C:64]([O:66][CH3:67])[C:63](O)=[CH:62][N:61]=1)=[O:59]. Product: [CH3:56][O:57][C:58]([C:60]1[CH:65]=[C:64]([O:66][CH3:67])[C:63]([O:53][C@@H:51]([CH3:52])[C:50]([N:47]2[CH2:48][CH2:49][N:44]([C:36](=[O:43])[C:37]3[CH:38]=[CH:39][CH:40]=[CH:41][CH:42]=3)[CH2:45][C@H:46]2[CH3:55])=[O:54])=[CH:62][N:61]=1)=[O:59]. The catalyst class is: 4. (2) Reactant: Br[C:2]1[C:3](C(C)(C)C)=[N:4][NH:5][CH:6]=1.[Li]C[CH2:13][CH2:14][CH3:15].[B:16]([OH:19])(O)[OH:17].C([CH2:23][C:24]([C:27](O)([CH3:29])[CH3:28])([CH3:26])O)(C)C.Cl.[CH2:32]1COCC1. Product: [CH3:32][C:14]([N:5]1[CH:6]=[C:2]([B:16]2[O:19][C:27]([CH3:28])([CH3:29])[C:24]([CH3:23])([CH3:26])[O:17]2)[CH:3]=[N:4]1)([CH3:13])[CH3:15]. The catalyst class is: 6. (3) Reactant: C[N:2](C)[CH:3]=[CH:4][C:5]1[C:13]2[O:12][CH:11]=[CH:10][C:9]=2[C:8]([N+:14]([O-:16])=[O:15])=[CH:7][CH:6]=1.NOS(O)(=O)=O.CN(C)C=O. Product: [N+:14]([C:8]1[C:9]2[CH:10]=[CH:11][O:12][C:13]=2[C:5]([CH2:4][C:3]#[N:2])=[CH:6][CH:7]=1)([O-:16])=[O:15]. The catalyst class is: 27. (4) Reactant: [C:1]([CH2:3][C:4](Cl)=[O:5])#[N:2].[CH3:7][Si:8]([CH2:19][CH2:20][CH2:21][NH2:22])([O:14][Si:15]([CH3:18])([CH3:17])[CH3:16])[O:9][Si:10]([CH3:13])([CH3:12])[CH3:11].C(N(CC)CC)C.O. Product: [C:1]([CH2:3][C:4]([NH:22][CH2:21][CH2:20][CH2:19][Si:8]([CH3:7])([O:14][Si:15]([CH3:18])([CH3:17])[CH3:16])[O:9][Si:10]([CH3:13])([CH3:12])[CH3:11])=[O:5])#[N:2]. The catalyst class is: 4. (5) Reactant: [CH3:1][C:2]1[CH:6]=[CH:5][S:4][C:3]=1[C:7]([O:9][CH3:10])=[O:8].[Br:11]N1C(=O)CCC1=O.N(C(C)(C)C#N)=NC(C)(C)C#N. Product: [Br:11][CH2:1][C:2]1[CH:6]=[CH:5][S:4][C:3]=1[C:7]([O:9][CH3:10])=[O:8]. The catalyst class is: 53.